From a dataset of Reaction yield outcomes from USPTO patents with 853,638 reactions. Predict the reaction yield, written as a fraction of the theoretical maximum amount of product (1.0 means a 100% yield; for example, 0.34 means a 34% yield). (1) The reactants are C(OC([N:8]1[C:16]2[C:11](=[CH:12][C:13]([N+:17]([O-:19])=[O:18])=[CH:14][CH:15]=2)[C:10]([CH2:20]Br)=[N:9]1)=O)(C)(C)C.[C:22]1(=[O:32])[NH:26][C:25](=[O:27])[C:24]2=[CH:28][CH:29]=[CH:30][CH:31]=[C:23]12.[K].CCOC(C)=O.CCCCCC. The catalyst is CN(C=O)C.C(Cl)Cl.C(O)(C(F)(F)F)=O. The product is [N+:17]([C:13]1[CH:12]=[C:11]2[C:16](=[CH:15][CH:14]=1)[NH:8][N:9]=[C:10]2[CH2:20][N:26]1[C:22](=[O:32])[C:23]2[C:24](=[CH:28][CH:29]=[CH:30][CH:31]=2)[C:25]1=[O:27])([O-:19])=[O:18]. The yield is 1.00. (2) The reactants are Br[C:2]1[CH:7]=[CH:6][C:5]([S:8]([NH:11][CH:12]2[CH2:17][CH2:16][CH2:15][CH2:14][CH2:13]2)(=[O:10])=[O:9])=[CH:4][CH:3]=1.[C:18]([C:20]1[N:24]([CH3:25])[C:23](B(O)O)=[CH:22][CH:21]=1)#[N:19].[F-].[K+].C(P(C(C)(C)C)C(C)(C)C)(C)(C)C. The catalyst is C1C=CC(/C=C/C(/C=C/C2C=CC=CC=2)=O)=CC=1.C1C=CC(/C=C/C(/C=C/C2C=CC=CC=2)=O)=CC=1.C1C=CC(/C=C/C(/C=C/C2C=CC=CC=2)=O)=CC=1.[Pd].[Pd]. The product is [C:18]([C:20]1[N:24]([CH3:25])[C:23]([C:2]2[CH:7]=[CH:6][C:5]([S:8]([NH:11][CH:12]3[CH2:17][CH2:16][CH2:15][CH2:14][CH2:13]3)(=[O:10])=[O:9])=[CH:4][CH:3]=2)=[CH:22][CH:21]=1)#[N:19]. The yield is 0.0100.